Dataset: Peptide-MHC class I binding affinity with 185,985 pairs from IEDB/IMGT. Task: Regression. Given a peptide amino acid sequence and an MHC pseudo amino acid sequence, predict their binding affinity value. This is MHC class I binding data. (1) The peptide sequence is LRYGNVLDV. The MHC is HLA-B39:01 with pseudo-sequence HLA-B39:01. The binding affinity (normalized) is 0.0847. (2) The peptide sequence is GPDIYKGVYQ. The MHC is H-2-Kb with pseudo-sequence H-2-Kb. The binding affinity (normalized) is 0.330. (3) The peptide sequence is SASKSASVY. The MHC is HLA-A24:02 with pseudo-sequence HLA-A24:02. The binding affinity (normalized) is 0. (4) The MHC is HLA-A03:01 with pseudo-sequence HLA-A03:01. The peptide sequence is VIGFLALAK. The binding affinity (normalized) is 0.497. (5) The peptide sequence is IVFKTIAV. The MHC is H-2-Kb with pseudo-sequence H-2-Kb. The binding affinity (normalized) is 0.421.